Dataset: Catalyst prediction with 721,799 reactions and 888 catalyst types from USPTO. Task: Predict which catalyst facilitates the given reaction. (1) Reactant: [C:1]12([NH:11][C:12](=[O:15])[CH2:13]Cl)[CH2:10][CH:5]3[CH2:6][CH:7]([CH2:9][CH:3]([CH2:4]3)[CH2:2]1)[CH2:8]2.[O:16]1[C:20]2[CH:21]=[CH:22][C:23]([CH2:25][N:26]3[CH2:31][CH2:30][NH:29][CH2:28][CH2:27]3)=[CH:24][C:19]=2[O:18][CH2:17]1.C([O-])([O-])=O.[K+].[K+].C(O)(C(F)(F)F)=O. Product: [C:1]12([NH:11][C:12](=[O:15])[CH2:13][N:29]3[CH2:30][CH2:31][N:26]([CH2:25][C:23]4[CH:22]=[CH:21][C:20]5[O:16][CH2:17][O:18][C:19]=5[CH:24]=4)[CH2:27][CH2:28]3)[CH2:10][CH:5]3[CH2:6][CH:7]([CH2:9][CH:3]([CH2:4]3)[CH2:2]1)[CH2:8]2. The catalyst class is: 2. (2) Reactant: [OH:1][C:2]1[CH:10]=[C:9]([I:11])[CH:8]=[CH:7][C:3]=1[C:4]([OH:6])=[O:5].[CH3:12][Si](C=[N+]=[N-])(C)C. Product: [CH3:12][O:5][C:4](=[O:6])[C:3]1[CH:7]=[CH:8][C:9]([I:11])=[CH:10][C:2]=1[OH:1]. The catalyst class is: 36. (3) Reactant: Cl[CH2:2][C:3]1[C:12]2[C:7](=[CH:8][C:9]([OH:14])=[C:10]([CH3:13])[CH:11]=2)[O:6][C:5](=[O:15])[CH:4]=1.S(=O)(=O)(O)[OH:17]. Product: [OH:14][C:9]1[C:10]([CH3:13])=[CH:11][C:12]2[C:3]([CH2:4][C:5]([OH:15])=[O:17])=[CH:2][O:6][C:7]=2[CH:8]=1. The catalyst class is: 611. (4) Reactant: [OH-].[K+].[CH:3]1([CH:8]([NH:14][C:15]([O:17][CH3:18])=[O:16])[C:9]([O:11]CC)=[O:10])[CH2:7][CH2:6][CH2:5][CH2:4]1. Product: [CH:3]1([CH:8]([NH:14][C:15]([O:17][CH3:18])=[O:16])[C:9]([OH:11])=[O:10])[CH2:7][CH2:6][CH2:5][CH2:4]1. The catalyst class is: 97.